The task is: Predict the reaction yield, written as a fraction of the theoretical maximum amount of product (1.0 means a 100% yield; for example, 0.34 means a 34% yield).. This data is from Reaction yield outcomes from USPTO patents with 853,638 reactions. (1) The reactants are [Cl:1][C:2]1[CH:3]=[CH:4][C:5]([O:25][CH:26]([F:28])[F:27])=[C:6]([C:8]2[C:12]([NH:13][C:14]([C:16]3[CH:17]=[N:18][N:19]4[CH:24]=[CH:23][CH:22]=[N:21][C:20]=34)=[O:15])=[CH:11][NH:10][N:9]=2)[CH:7]=1.C([O-])([O-])=O.[Cs+].[Cs+].Cl[CH2:36][CH:37]1[CH2:39][O:38]1. The catalyst is CN(C)C=O.C(OCC)(=O)C. The product is [Cl:1][C:2]1[CH:3]=[CH:4][C:5]([O:25][CH:26]([F:28])[F:27])=[C:6]([C:8]2[C:12]([NH:13][C:14]([C:16]3[CH:17]=[N:18][N:19]4[CH:24]=[CH:23][CH:22]=[N:21][C:20]=34)=[O:15])=[CH:11][N:10]([CH2:36][CH:37]3[CH2:39][O:38]3)[N:9]=2)[CH:7]=1. The yield is 0.440. (2) The reactants are [NH2:1][C:2]1[C:7]([NH2:8])=[CH:6][CH:5]=[CH:4][N:3]=1.[C:9](O)(=[O:13])[C:10](O)=[O:11]. The catalyst is Cl. The product is [NH:8]1[C:10](=[O:11])[C:9](=[O:13])[NH:1][C:2]2[N:3]=[CH:4][CH:5]=[CH:6][C:7]1=2. The yield is 0.890. (3) The reactants are [CH2:1]([O:8][C:9]1[CH:10]=[CH:11][C:12]([Cl:15])=[N:13][CH:14]=1)[C:2]1[CH:7]=[CH:6][CH:5]=[CH:4][CH:3]=1.C[Si](C)(C)[N-:18][Si](C)(C)C.[Li+].Cl.C(=O)(O)[O-].[Na+]. The catalyst is C1C=CC(/C=C/C(/C=C/C2C=CC=CC=2)=O)=CC=1.C1C=CC(/C=C/C(/C=C/C2C=CC=CC=2)=O)=CC=1.C1C=CC(/C=C/C(/C=C/C2C=CC=CC=2)=O)=CC=1.[Pd].[Pd].C1COCC1. The product is [ClH:15].[CH2:1]([O:8][C:9]1[CH:10]=[CH:11][C:12]([NH2:18])=[N:13][CH:14]=1)[C:2]1[CH:7]=[CH:6][CH:5]=[CH:4][CH:3]=1. The yield is 0.989. (4) The reactants are [Cl:1][C:2]1[S:6][C:5]([C:7]2[N:12]=[C:11]([NH:13][C:14]3[CH:19]=[CH:18][C:17]([CH2:20][C:21]#[N:22])=[CH:16][CH:15]=3)[C:10]([CH2:23][CH3:24])=[C:9]([CH3:25])[N:8]=2)=[CH:4][CH:3]=1.[NH2:26][OH:27].Cl.C([O-])([O-])=O.[K+].[K+].CCO. The catalyst is O. The product is [Cl:1][C:2]1[S:6][C:5]([C:7]2[N:12]=[C:11]([NH:13][C:14]3[CH:19]=[CH:18][C:17]([CH2:20][C:21]([NH:26][OH:27])=[NH:22])=[CH:16][CH:15]=3)[C:10]([CH2:23][CH3:24])=[C:9]([CH3:25])[N:8]=2)=[CH:4][CH:3]=1. The yield is 0.470. (5) The reactants are Cl[C:2]1[CH:3]=[C:4]([C:8]#[C:9][C:10]2[NH:11][O:12][CH:13]3[NH:17][CH2:16][CH2:15][C:14]=23)[CH:5]=[CH:6][CH:7]=1.C(OC(N1C2C(C(C#CC3C=CC=CC=3)=NO2)CC1)=O)(C)(C)C. No catalyst specified. The product is [C:4]1([C:8]#[C:9][C:10]2[NH:11][O:12][CH:13]3[NH:17][CH2:16][CH2:15][C:14]=23)[CH:5]=[CH:6][CH:7]=[CH:2][CH:3]=1. The yield is 0.980.